This data is from Forward reaction prediction with 1.9M reactions from USPTO patents (1976-2016). The task is: Predict the product of the given reaction. (1) Given the reactants [CH2:1]=[CH:2][CH2:3][CH2:4][CH2:5][CH2:6][CH2:7][CH3:8].[SiH:9]([CH2:14][CH3:15])([CH2:12][CH3:13])[CH2:10][CH3:11], predict the reaction product. The product is: [CH2:10]([Si:9]([CH2:14][CH3:15])([CH2:12][CH3:13])[CH2:1][CH:2]=[CH:3][CH2:4][CH2:5][CH2:6][CH2:7][CH3:8])[CH3:11]. (2) Given the reactants C([Li])CCC.Br[C:7]1[CH:8]=[N:9][C:10]([N:13]([CH3:15])[CH3:14])=[N:11][CH:12]=1.[CH2:16]([Sn:20](Cl)([CH2:25][CH2:26][CH2:27][CH3:28])[CH2:21][CH2:22][CH2:23][CH3:24])[CH2:17][CH2:18][CH3:19].[F-].[K+], predict the reaction product. The product is: [CH2:25]([Sn:20]([CH2:16][CH2:17][CH2:18][CH3:19])([CH2:21][CH2:22][CH2:23][CH3:24])[C:7]1[CH:8]=[N:9][C:10]([N:13]([CH3:15])[CH3:14])=[N:11][CH:12]=1)[CH2:26][CH2:27][CH3:28]. (3) Given the reactants [CH2:1]([C:3]([C:21]1[CH:26]=[CH:25][C:24]([OH:27])=[C:23]([CH3:28])[CH:22]=1)([C:6]1[CH:11]=[CH:10][C:9](/[CH:12]=[CH:13]/[C:14]([CH2:18][CH3:19])([OH:17])[CH2:15][CH3:16])=[C:8]([CH3:20])[CH:7]=1)[CH2:4][CH3:5])[CH3:2].C([O-])([O-])=O.[K+].[K+].Cl.Br[CH2:37][C:38]1[CH:39]=[N:40][CH:41]=[CH:42][CH:43]=1.C(OCC)(=O)C, predict the reaction product. The product is: [CH2:18]([C:14]([OH:17])([CH2:15][CH3:16])/[CH:13]=[CH:12]/[C:9]1[CH:10]=[CH:11][C:6]([C:3]([CH2:4][CH3:5])([C:21]2[CH:26]=[CH:25][C:24]([O:27][CH2:37][C:38]3[CH:39]=[N:40][CH:41]=[CH:42][CH:43]=3)=[C:23]([CH3:28])[CH:22]=2)[CH2:1][CH3:2])=[CH:7][C:8]=1[CH3:20])[CH3:19]. (4) Given the reactants COC(=O)[C:4]1[CH:9]=[CH:8][CH:7]=[C:6]([NH:10][C:11](=[O:38])[CH2:12][N:13]2[N:19]=[C:18]([CH:20]3[CH2:25][CH2:24][CH2:23][CH2:22][CH2:21]3)[C:17]3[CH:26]=[CH:27][CH:28]=[CH:29][C:16]=3[N:15]([CH2:30][C:31](=[O:36])[C:32]([CH3:35])([CH3:34])[CH3:33])[C:14]2=[O:37])[CH:5]=1.C1(C2C3C=CC=CC=3N(CC(=O)C(C)(C)C)C(=O)N(CC(O)=O)N=2)CCCC1.[C:68]([O:72][C:73](=[O:83])[N:74](C1C=CC=C(N)C=1)[CH3:75])([CH3:71])([CH3:70])[CH3:69].C1(C2C3C=CC=CC=3N(CC(=O)C(C)(C)C)C(=O)N(CC(O)=O)N=2)CCCCC1.COC(=O)C1C=CC=C(N)C=1, predict the reaction product. The product is: [C:68]([O:72][C:73](=[O:83])[N:74]([C:4]1[CH:9]=[CH:8][CH:7]=[C:6]([NH:10][C:11](=[O:38])[CH2:12][N:13]2[N:19]=[C:18]([CH:17]3[CH2:16][CH2:29][CH2:28][CH2:27][CH2:26]3)[C:20]3[CH:21]=[CH:22][CH:23]=[CH:24][C:25]=3[N:15]([CH2:30][C:31](=[O:36])[C:32]([CH3:34])([CH3:35])[CH3:33])[C:14]2=[O:37])[CH:5]=1)[CH3:75])([CH3:71])([CH3:70])[CH3:69]. (5) The product is: [C:1]([N:5]1[C:9](=[O:10])[C:8]([NH:23][CH2:21][CH3:22])=[C:7]([C:12]2[CH:17]=[CH:16][CH:15]=[CH:14][CH:13]=2)[S:6]1(=[O:19])=[O:18])([CH3:4])([CH3:3])[CH3:2]. Given the reactants [C:1]([N:5]1[C:9](=[O:10])[C:8](Cl)=[C:7]([C:12]2[CH:17]=[CH:16][CH:15]=[CH:14][CH:13]=2)[S:6]1(=[O:19])=[O:18])([CH3:4])([CH3:3])[CH3:2].Cl.[CH2:21]([NH2:23])[CH3:22], predict the reaction product. (6) Given the reactants C([BH3-])#N.[Na+].[CH3:5][C:6]1[C:14]2[C:13]([OH:15])=[CH:12][CH:11]=[CH:10][C:9]=2[NH:8][CH:7]=1.O, predict the reaction product. The product is: [OH:15][C:13]1[CH:12]=[CH:11][CH:10]=[C:9]2[C:14]=1[CH:6]([CH3:5])[CH2:7][NH:8]2. (7) Given the reactants FC(F)(F)C(O)=O.[CH:8]([C@@H:10]1[CH2:18][C:17]2[C:12](=[CH:13][CH:14]=[CH:15][CH:16]=2)[N:11]1C(OC(C)(C)C)=O)=[CH2:9], predict the reaction product. The product is: [CH:8]([C@@H:10]1[CH2:18][C:17]2[C:12](=[CH:13][CH:14]=[CH:15][CH:16]=2)[NH:11]1)=[CH2:9]. (8) The product is: [Cl:1][C:2]1[CH:3]=[CH:4][C:5]([S:9]([CH2:12][CH3:13])(=[O:11])=[O:10])=[C:6]([NH:8][NH2:14])[CH:7]=1. Given the reactants [Cl:1][C:2]1[CH:3]=[CH:4][C:5]([S:9]([CH2:12][CH3:13])(=[O:11])=[O:10])=[C:6]([NH2:8])[CH:7]=1.[N:14]([O-])=O.[Na+], predict the reaction product. (9) Given the reactants [CH3:1][NH2:2].Cl[CH2:4][C@@H:5]([C:7]1[S:8][CH:9]=[C:10]([CH3:12])[N:11]=1)[OH:6], predict the reaction product. The product is: [CH3:1][NH:2][CH2:4][C@@H:5]([C:7]1[S:8][CH:9]=[C:10]([CH3:12])[N:11]=1)[OH:6]. (10) Given the reactants C(OC(=O)[NH:7][C@@H:8]1[CH2:12][CH2:11][N:10]([C:13]2[N:21]=[C:20]3[C:16]([N:17]=[CH:18][N:19]3[C@@H:22]3[CH2:26][C@H:25]([N:27]4[N:31]=[N:30][C:29]([CH2:32][CH3:33])=[N:28]4)[C@@H:24]([OH:34])[C@H:23]3[OH:35])=[C:15]([NH:36][CH2:37][CH:38]([C:46]3[CH:51]=[CH:50][C:49]([OH:52])=[CH:48][CH:47]=3)[C:39]3[CH:44]=[CH:43][C:42]([OH:45])=[CH:41][CH:40]=3)[N:14]=2)[CH2:9]1)(C)(C)C.FC(F)(F)C(O)=O.C(OC(N1CCN(C2CCN(C3N=C4C(N=CN4[C@@H]4C[C@H](N5C=C(CO)C=N5)[C@@H](O)[C@H]4O)=C(NCC(C4C=CC=CC=4)C4C=CC=CC=4)N=3)C2)CC1)=O)C1C=CC=CC=1, predict the reaction product. The product is: [NH2:7][C@@H:8]1[CH2:12][CH2:11][N:10]([C:13]2[N:21]=[C:20]3[C:16]([N:17]=[CH:18][N:19]3[C@@H:22]3[CH2:26][C@H:25]([N:27]4[N:31]=[N:30][C:29]([CH2:32][CH3:33])=[N:28]4)[C@@H:24]([OH:34])[C@H:23]3[OH:35])=[C:15]([NH:36][CH2:37][CH:38]([C:39]3[CH:44]=[CH:43][C:42]([OH:45])=[CH:41][CH:40]=3)[C:46]3[CH:51]=[CH:50][C:49]([OH:52])=[CH:48][CH:47]=3)[N:14]=2)[CH2:9]1.